This data is from Full USPTO retrosynthesis dataset with 1.9M reactions from patents (1976-2016). The task is: Predict the reactants needed to synthesize the given product. (1) Given the product [C:1]([CH:5]1[NH:19][C:18](=[O:20])[CH:17]([CH2:21][N:22]([OH:25])[CH:23]=[O:24])[CH2:16][CH2:15][CH2:14][CH2:13][CH2:12][CH2:11][CH2:10][CH2:9][CH2:8][NH:7][C:6]1=[O:33])([CH3:4])([CH3:2])[CH3:3], predict the reactants needed to synthesize it. The reactants are: [C:1]([CH:5]1[NH:19][C:18](=[O:20])[CH:17]([CH2:21][N:22]([O:25]CC2C=CC=CC=2)[CH:23]=[O:24])[CH2:16][CH2:15][CH2:14][CH:13]=[CH:12][CH2:11][CH2:10][CH2:9][CH2:8][NH:7][C:6]1=[O:33])([CH3:4])([CH3:3])[CH3:2].CO.[H][H]. (2) Given the product [F:1][C:2]1[CH:3]=[CH:4][C:5]([N:8]2[C:16]3[C:11](=[CH:12][C:13]([O:17][C@H:18]([C:22]4[CH:23]=[CH:24][CH:25]=[CH:26][CH:27]=4)[C@@H:19]([NH:20][C:34]([NH:33][CH2:32][C:31]([O:30][CH2:28][CH3:29])=[O:36])=[O:35])[CH3:21])=[CH:14][CH:15]=3)[CH:10]=[N:9]2)=[CH:6][CH:7]=1, predict the reactants needed to synthesize it. The reactants are: [F:1][C:2]1[CH:7]=[CH:6][C:5]([N:8]2[C:16]3[C:11](=[CH:12][C:13]([O:17][C@H:18]([C:22]4[CH:27]=[CH:26][CH:25]=[CH:24][CH:23]=4)[C@H:19]([CH3:21])[NH2:20])=[CH:14][CH:15]=3)[CH:10]=[N:9]2)=[CH:4][CH:3]=1.[CH2:28]([O:30][C:31](=[O:36])[CH2:32][N:33]=[C:34]=[O:35])[CH3:29]. (3) Given the product [Cl:1][C:2]1[CH:9]=[C:8]([N:10]2[C@H:14]([CH2:15][CH3:16])[C@H:13]([OH:17])[C:12]([CH3:19])([CH3:18])[C:11]2=[O:20])[CH:7]=[CH:6][C:3]=1[C:4]#[N:5], predict the reactants needed to synthesize it. The reactants are: [Cl:1][C:2]1[CH:9]=[C:8]([N:10]2[CH:14]([CH2:15][CH3:16])[C:13](=[O:17])[C:12]([CH3:19])([CH3:18])[C:11]2=[O:20])[CH:7]=[CH:6][C:3]=1[C:4]#[N:5].C([BH-](C(CC)C)C(CC)C)(CC)C.[Li+].C1COCC1. (4) Given the product [Cl:13][C:5]1[CH:6]=[C:7]([C:9]([F:10])([F:11])[F:12])[CH:8]=[C:2]([F:1])[C:3]=1[NH2:4], predict the reactants needed to synthesize it. The reactants are: [F:1][C:2]1[CH:8]=[C:7]([C:9]([F:12])([F:11])[F:10])[CH:6]=[CH:5][C:3]=1[NH2:4].[Cl:13]N1C(=O)CCC1=O.